Predict the reactants needed to synthesize the given product. From a dataset of Full USPTO retrosynthesis dataset with 1.9M reactions from patents (1976-2016). (1) Given the product [C:18]([N:4]1[CH2:5][CH2:6][CH2:7][CH:2]([OH:1])[CH2:3]1)([O:17][C:13]([CH3:16])([CH3:15])[CH3:14])=[O:19], predict the reactants needed to synthesize it. The reactants are: [OH:1][CH:2]1[CH2:7][CH2:6][CH2:5][NH:4][CH2:3]1.C(=O)([O-])O.[Na+].[C:13]([O:17][C:18](O[C:18]([O:17][C:13]([CH3:16])([CH3:15])[CH3:14])=[O:19])=[O:19])([CH3:16])([CH3:15])[CH3:14]. (2) Given the product [OH:2][C:3]1[CH:29]=[CH:28][CH:27]=[CH:26][C:4]=1[CH2:5][C:6]1[C:10]2[C:11](=[O:25])[N:12]([C:19]3[CH:24]=[CH:23][CH:22]=[CH:21][CH:20]=3)[C:13]3[N:14]=[CH:15][CH:16]=[CH:17][C:18]=3[C:9]=2[NH:8][N:7]=1, predict the reactants needed to synthesize it. The reactants are: C[O:2][C:3]1[CH:29]=[CH:28][CH:27]=[CH:26][C:4]=1[CH2:5][C:6]1[C:10]2[C:11](=[O:25])[N:12]([C:19]3[CH:24]=[CH:23][CH:22]=[CH:21][CH:20]=3)[C:13]3[N:14]=[CH:15][CH:16]=[CH:17][C:18]=3[C:9]=2[NH:8][N:7]=1.Br.O. (3) Given the product [Br:11][C:12]1[CH:13]=[C:14]([NH:15][C:2]2[N:10]=[CH:9][N:8]=[C:7]3[C:3]=2[NH:4][CH:5]=[N:6]3)[CH:16]=[CH:17][CH:18]=1, predict the reactants needed to synthesize it. The reactants are: Cl[C:2]1[N:10]=[CH:9][N:8]=[C:7]2[C:3]=1[NH:4][CH:5]=[N:6]2.[Br:11][C:12]1[CH:13]=[C:14]([CH:16]=[CH:17][CH:18]=1)[NH2:15]. (4) Given the product [CH3:28][C:23]1([CH3:29])[C:24]([CH3:27])([CH3:26])[O:25][B:21]([C:2]2[CH:7]=[CH:6][N:5]=[C:4]([NH:8][C:9](=[O:15])[O:10][C:11]([CH3:14])([CH3:13])[CH3:12])[CH:3]=2)[O:22]1, predict the reactants needed to synthesize it. The reactants are: Br[C:2]1[CH:7]=[CH:6][N:5]=[C:4]([NH:8][C:9](=[O:15])[O:10][C:11]([CH3:14])([CH3:13])[CH3:12])[CH:3]=1.C([O-])(=O)C.[K+].[B:21]1([B:21]2[O:25][C:24]([CH3:27])([CH3:26])[C:23]([CH3:29])([CH3:28])[O:22]2)[O:25][C:24]([CH3:27])([CH3:26])[C:23]([CH3:29])([CH3:28])[O:22]1.[Cl-].[NH4+]. (5) Given the product [CH:1]([C:4]1[CH:9]=[CH:8][C:7]([S:10]([NH:13][C:14]2[C:15]3[CH2:16][CH2:17][C@@H:18]([NH:24][CH2:25][CH2:26][CH3:27])[CH2:19][C:20]=3[CH:21]=[CH:22][CH:23]=2)(=[O:11])=[O:12])=[CH:6][CH:5]=1)([CH3:3])[CH3:2], predict the reactants needed to synthesize it. The reactants are: [CH:1]([C:4]1[CH:9]=[CH:8][C:7]([S:10]([NH:13][C:14]2[CH:23]=[CH:22][CH:21]=[C:20]3[C:15]=2[CH2:16][CH2:17][C@@H:18]([NH:24][C:25](=O)[CH2:26][CH3:27])[CH2:19]3)(=[O:12])=[O:11])=[CH:6][CH:5]=1)([CH3:3])[CH3:2].Cl.